The task is: Predict the product of the given reaction.. This data is from Forward reaction prediction with 1.9M reactions from USPTO patents (1976-2016). Given the reactants [NH2:1][C:2](C(Cl)(Cl)Cl)=[C:3]([C:10]#[N:11])[C:4]([O:6][CH2:7][CH:8]=[CH2:9])=O.CC([O-])=O.[K+].[OH2:21].[NH2:22][NH2:23].C(Cl)Cl, predict the reaction product. The product is: [NH2:1][C:2]1[C:3]([C:4]([O:6][CH2:7][CH:8]=[CH2:9])=[O:21])=[C:10]([NH2:11])[NH:23][N:22]=1.